This data is from Reaction yield outcomes from USPTO patents with 853,638 reactions. The task is: Predict the reaction yield, written as a fraction of the theoretical maximum amount of product (1.0 means a 100% yield; for example, 0.34 means a 34% yield). (1) The reactants are O[Li].[OH2:3].OO.[Cl:6][C:7]1[CH:12]=[CH:11][C:10]([CH:13]([CH:22]=[O:23])[CH2:14][N:15]([CH:19]([CH3:21])[CH3:20])[C:16](=[O:18])[O-:17])=[CH:9][CH:8]=1.[O-]S([O-])=O.[Na+].[Na+]. The catalyst is O.C1COCC1. The product is [C:10]([O:18][C:16]([N:15]([CH:19]([CH3:21])[CH3:20])[CH2:14][C@H:13]([C:10]1[CH:11]=[CH:12][C:7]([Cl:6])=[CH:8][CH:9]=1)[C:22]([OH:3])=[O:23])=[O:17])([CH3:13])([CH3:11])[CH3:9]. The yield is 1.00. (2) The reactants are [CH3:1][O:2][C:3]1[CH:8]=[C:7]([O:9][CH3:10])[N:6]=[C:5]([NH:11][C:12]([NH:14][S:15]([C:18]2[CH:27]=[C:26]([CH2:28][NH:29][S:30]([CH3:33])(=[O:32])=[O:31])[CH:25]=[CH:24][C:19]=2[C:20](OC)=[O:21])(=[O:17])=[O:16])=[O:13])[N:4]=1.[H-].[Al+3].[Li+].[H-].[H-].[H-]. The catalyst is C1COCC1. The product is [CH3:10][O:9][C:7]1[CH:8]=[C:3]([O:2][CH3:1])[N:4]=[C:5]([NH:11][C:12]([NH:14][S:15]([C:18]2[CH:27]=[C:26]([CH2:28][NH:29][S:30]([CH3:33])(=[O:32])=[O:31])[CH:25]=[CH:24][C:19]=2[CH2:20][OH:21])(=[O:16])=[O:17])=[O:13])[N:6]=1. The yield is 0.590. (3) No catalyst specified. The yield is 0.510. The reactants are Cl[C:2]1[N:7]=[C:6]([NH:8][CH2:9][C:10]2[CH:14]=[C:13]([CH3:15])[O:12][C:11]=2[CH3:16])[C:5]([F:17])=[CH:4][N:3]=1.[NH2:18][C:19]1[CH:20]=[C:21]([OH:25])[CH:22]=[CH:23][CH:24]=1. The product is [CH3:16][C:11]1[O:12][C:13]([CH3:15])=[CH:14][C:10]=1[CH2:9][NH:8][C:6]1[C:5]([F:17])=[CH:4][N:3]=[C:2]([NH:18][C:19]2[CH:24]=[CH:23][CH:22]=[C:21]([OH:25])[CH:20]=2)[N:7]=1. (4) The reactants are Cl.[Br:2][C:3]1[S:7][C:6]([CH2:8][NH2:9])=[CH:5][CH:4]=1.C(N(CC)C(C)C)(C)C.[C:19]1([CH2:25][S:26](Cl)(=[O:28])=[O:27])[CH:24]=[CH:23][CH:22]=[CH:21][CH:20]=1. The catalyst is ClCCl. The product is [Br:2][C:3]1[S:7][C:6]([CH2:8][NH:9][S:26]([CH2:25][C:19]2[CH:24]=[CH:23][CH:22]=[CH:21][CH:20]=2)(=[O:28])=[O:27])=[CH:5][CH:4]=1. The yield is 0.840. (5) The reactants are [CH:1]([C:4]1[CH:9]=[CH:8][C:7]([CH:10]2[C:14]3[C:15]([CH3:28])=[C:16]([NH:20][C:21](=[O:27])[CH2:22][C:23]([CH3:26])([CH3:25])[CH3:24])[C:17]([CH3:19])=[CH:18][C:13]=3[S:12][CH2:11]2)=[CH:6][CH:5]=1)([CH3:3])[CH3:2].CCCCCC.[C:35](OCC)(=[O:37])C. No catalyst specified. The product is [CH:35]([C:18]1[C:13]2[S:12][CH2:11][CH:10]([C:7]3[CH:6]=[CH:5][C:4]([CH:1]([CH3:2])[CH3:3])=[CH:9][CH:8]=3)[C:14]=2[C:15]([CH3:28])=[C:16]([NH:20][C:21](=[O:27])[CH2:22][C:23]([CH3:26])([CH3:25])[CH3:24])[C:17]=1[CH3:19])=[O:37]. The yield is 0.650. (6) The yield is 0.920. The reactants are C(O)(C(F)(F)F)=O.C(OC([N:15]1[CH2:20][CH2:19][N:18]([CH2:21][C:22]2[CH:27]=[CH:26][CH:25]=[CH:24][CH:23]=2)[C:17](=[O:28])[CH2:16]1)=O)(C)(C)C. The catalyst is ClCCl. The product is [CH2:21]([N:18]1[CH2:19][CH2:20][NH:15][CH2:16][C:17]1=[O:28])[C:22]1[CH:23]=[CH:24][CH:25]=[CH:26][CH:27]=1.